This data is from Full USPTO retrosynthesis dataset with 1.9M reactions from patents (1976-2016). The task is: Predict the reactants needed to synthesize the given product. Given the product [C:9]([CH2:8][C@H:3]1[CH2:4][CH2:5][CH2:6][CH2:7][C@@H:2]1[NH:1][CH:35]1[CH2:34][CH2:33][N:32]([C:19]2([CH3:18])[CH2:20][CH2:21][N:22]([C:25]([O:27][C:28]([CH3:31])([CH3:30])[CH3:29])=[O:26])[CH2:23][CH2:24]2)[CH2:37][CH2:36]1)#[N:10], predict the reactants needed to synthesize it. The reactants are: [NH2:1][C@H:2]1[CH2:7][CH2:6][CH2:5][CH2:4][C@@H:3]1[CH2:8][C:9]#[N:10].C(N(CC)CC)C.[CH3:18][C:19]1([N:32]2[CH2:37][CH2:36][C:35](=O)[CH2:34][CH2:33]2)[CH2:24][CH2:23][N:22]([C:25]([O:27][C:28]([CH3:31])([CH3:30])[CH3:29])=[O:26])[CH2:21][CH2:20]1.C([BH3-])#N.[Na+].